This data is from Experimentally validated miRNA-target interactions with 360,000+ pairs, plus equal number of negative samples. The task is: Binary Classification. Given a miRNA mature sequence and a target amino acid sequence, predict their likelihood of interaction. (1) The miRNA is hsa-miR-4727-5p with sequence AUCUGCCAGCUUCCACAGUGG. The protein sequence of the target gene is MSEEQWVSLSSEEFDQLQKYSEYSSKKIKDVLAEFNEGGSLRQYDPHKPISYDVFKLFMRAYLEVDLPQPLSTHLFLAFSQKPRQETPDHPKEGASSSEPNVSDYNSDNAAKADEACAPDTESKTTKTQAPSKELEAAAPWEDPGALASSSDAPVVYLKDVVCYLSLMETGRPQDKLEFMFRLYDSDENGLLDQAEMDQIVSQMLHVAQYLEWDPTELRPILKEMLQGMDYDKDGFVSLQEWINGGMTTIPLLVLLGMDDSGSKGDGRHAWTLKHFKKPTYCNFCRAMLMGVGKQGLCCI.... Result: 0 (no interaction). (2) The miRNA is hsa-miR-3941 with sequence UUACACACAACUGAGGAUCAUA. The protein sequence of the target gene is MALRPEDPSSGFRHGNVVAFIIEKMARHTKGPEFYFENISLSWEEVEDKLRAILEDSEVPSEVKEACTWGSLALGVRFAHRQGQLQNRRVQWLQGFAKLHRSAALVLASNLTELKEQQEMECNEATFQLQLTETSLAEVQRERDMLRWKLFHAELAPPQGQGQATVFPGLATAGGDWTEGAGEQEKEAVAAAGAAGGKGEERYAEAGPAPAEVLQGLGGGFRQPLGAIVAGKLHLCGAEGERSQVSTNSHVCLLWAWVHSLTGASSCPAPYLIHILIPMPFVRLLSHTQYTPFTSKGHRT.... Result: 0 (no interaction).